This data is from Forward reaction prediction with 1.9M reactions from USPTO patents (1976-2016). The task is: Predict the product of the given reaction. (1) Given the reactants [F:1][C:2]1[CH:7]=[C:6]([CH:8]=C)[C:5]([O:10][CH3:11])=[CH:4][C:3]=1[N+:12]([O-:14])=[O:13].N1C(C)=CC=CC=1C.I([O-])(=O)(=O)=[O:24].[Na+], predict the reaction product. The product is: [F:1][C:2]1[C:3]([N+:12]([O-:14])=[O:13])=[CH:4][C:5]([O:10][CH3:11])=[C:6]([CH:7]=1)[CH:8]=[O:24]. (2) Given the reactants [F:1][C:2]1[CH:7]=[CH:6][CH:5]=[CH:4][C:3]=1[S:8](Cl)(=[O:10])=[O:9].Cl.[CH3:13][O:14][C:15]1[CH:16]=[C:17]([C:23]2[CH:24](C)[CH2:25][C:26](=[O:35])[N:27]([CH:29]3[CH2:34][CH2:33][NH:32][CH2:31][CH2:30]3)[N:28]=2)[CH:18]=[CH:19][C:20]=1[O:21][CH3:22].C(N1CCC(N2C(=O)CC(C)C(C3C=CC(OC)=C(OC)C=3)=N2)CC1)(=O)C, predict the reaction product. The product is: [CH3:13][O:14][C:15]1[CH:16]=[C:17]([C:23]2[CH2:24][CH2:25][C:26](=[O:35])[N:27]([CH:29]3[CH2:30][CH2:31][N:32]([S:8]([C:3]4[CH:4]=[CH:5][CH:6]=[CH:7][C:2]=4[F:1])(=[O:10])=[O:9])[CH2:33][CH2:34]3)[N:28]=2)[CH:18]=[CH:19][C:20]=1[O:21][CH3:22]. (3) Given the reactants [Br:1][C:2]1[C:7]([OH:8])=[C:6]([O:9][CH3:10])[C:5]([O:11][CH:12]([F:14])[F:13])=[CH:4][CH:3]=1.C(=O)([O-])[O-].[K+].[K+].Br[CH2:22][C:23]1([CH3:27])[CH2:26][O:25][CH2:24]1, predict the reaction product. The product is: [Br:1][C:2]1[C:7]([O:8][CH2:22][C:23]2([CH3:27])[CH2:26][O:25][CH2:24]2)=[C:6]([O:9][CH3:10])[C:5]([O:11][CH:12]([F:13])[F:14])=[CH:4][CH:3]=1. (4) Given the reactants [Cl:1][C:2]1[CH:7]=[CH:6][C:5]([C:8]2[N:12]([CH2:13][C:14]3[CH:15]=[C:16]([CH:20]=[CH:21][CH:22]=3)[C:17](O)=[O:18])[C:11](=[O:23])[N:10]([CH2:24][C:25]([NH:27][C:28]([CH3:40])([C:30]3[CH:35]=[CH:34][CH:33]=[C:32]([C:36]([F:39])([F:38])[F:37])[CH:31]=3)[CH3:29])=[O:26])[N:9]=2)=[CH:4][CH:3]=1.C(N(CC)CC)C.ClC(OCC(C)C)=O.[BH4-].[Na+].C(O)(=O)C, predict the reaction product. The product is: [Cl:1][C:2]1[CH:7]=[CH:6][C:5]([C:8]2[N:12]([CH2:13][C:14]3[CH:22]=[CH:21][CH:20]=[C:16]([CH2:17][OH:18])[CH:15]=3)[C:11](=[O:23])[N:10]([CH2:24][C:25]([NH:27][C:28]([CH3:40])([C:30]3[CH:35]=[CH:34][CH:33]=[C:32]([C:36]([F:37])([F:38])[F:39])[CH:31]=3)[CH3:29])=[O:26])[N:9]=2)=[CH:4][CH:3]=1. (5) Given the reactants [NH:1]1[CH2:6][CH2:5][CH:4]([C:7]2[CH:15]=[CH:14][CH:13]=[C:12]3[C:8]=2[CH2:9][C:10](=[O:16])[NH:11]3)[CH2:3][CH2:2]1.[CH:17]([C:19]1[NH:23][C:22]([CH3:24])=[C:21]([CH2:25][C:26]([OH:28])=[O:27])[C:20]=1[CH3:29])=O, predict the reaction product. The product is: [CH3:24][C:22]1[NH:23][C:19]([CH:17]=[C:9]2[C:8]3[C:12](=[CH:13][CH:14]=[CH:15][C:7]=3[CH:4]3[CH2:3][CH2:2][NH:1][CH2:6][CH2:5]3)[NH:11][C:10]2=[O:16])=[C:20]([CH3:29])[C:21]=1[CH2:25][C:26]([OH:28])=[O:27].